Task: Predict the reactants needed to synthesize the given product.. Dataset: Full USPTO retrosynthesis dataset with 1.9M reactions from patents (1976-2016) (1) The reactants are: Cl.[OH:2][C@H:3]1[CH2:7][N:6]([C:8]([C@@H:10]2[CH2:15][O:14][CH2:13][CH2:12][NH:11]2)=[O:9])[C@H:5]([C:16]([NH:18][CH2:19][C:20]2[CH:25]=[CH:24][C:23]([C:26]3[S:30][CH:29]=[N:28][C:27]=3[CH3:31])=[CH:22][CH:21]=2)=[O:17])[CH2:4]1.[CH3:32][O:33][CH2:34][C:35](O)=[O:36].CCN(C(C)C)C(C)C.CN(C(ON1N=NC2C=CC=NC1=2)=[N+](C)C)C.F[P-](F)(F)(F)(F)F. Given the product [OH:2][C@H:3]1[CH2:7][N:6]([C:8]([C@@H:10]2[CH2:15][O:14][CH2:13][CH2:12][N:11]2[C:35](=[O:36])[CH2:34][O:33][CH3:32])=[O:9])[C@H:5]([C:16]([NH:18][CH2:19][C:20]2[CH:21]=[CH:22][C:23]([C:26]3[S:30][CH:29]=[N:28][C:27]=3[CH3:31])=[CH:24][CH:25]=2)=[O:17])[CH2:4]1, predict the reactants needed to synthesize it. (2) Given the product [Cl:17][C:13]1[CH:12]=[C:11]([C:3]2[N:4]=[C:5]([C:7]([F:10])([F:9])[F:8])[NH:6][C:2]=2[C:26]2[CH:27]=[CH:28][C:29]3[N:30]([N:32]=[CH:33][N:34]=3)[CH:31]=2)[CH:16]=[CH:15][CH:14]=1, predict the reactants needed to synthesize it. The reactants are: Br[C:2]1[NH:6][C:5]([C:7]([F:10])([F:9])[F:8])=[N:4][C:3]=1[C:11]1[CH:16]=[CH:15][CH:14]=[C:13]([Cl:17])[CH:12]=1.CC1(C)C(C)(C)OB([C:26]2[CH:27]=[CH:28][C:29]3[N:30]([N:32]=[CH:33][N:34]=3)[CH:31]=2)O1.C([O-])([O-])=O.[Na+].[Na+]. (3) Given the product [CH3:1][N:2]([CH2:10][CH2:11][CH:12]=[O:13])[C:3](=[O:4])[O:5][C:6]([CH3:9])([CH3:7])[CH3:8], predict the reactants needed to synthesize it. The reactants are: [CH3:1][N:2]([CH2:10][CH2:11][CH2:12][OH:13])[C:3]([O:5][C:6]([CH3:9])([CH3:8])[CH3:7])=[O:4].CC(OI1(OC(C)=O)(OC(C)=O)OC(=O)C2C=CC=CC1=2)=O. (4) Given the product [CH2:1]([O:8][C:9]1[CH:14]=[CH:13][C:12]([CH2:15][C:16]([OH:18])=[O:17])=[C:11]([Cl:23])[CH:10]=1)[C:2]1[CH:3]=[CH:4][CH:5]=[CH:6][CH:7]=1, predict the reactants needed to synthesize it. The reactants are: [CH2:1]([O:8][C:9]1[CH:14]=[CH:13][C:12]([CH2:15][C:16]([O:18]C(C)(C)C)=[O:17])=[C:11]([Cl:23])[CH:10]=1)[C:2]1[CH:7]=[CH:6][CH:5]=[CH:4][CH:3]=1.C(O)(C(F)(F)F)=O. (5) Given the product [CH3:1][C:2]1[CH:8]=[CH:7][C:5]([NH:6][C:17](=[O:18])[O:16][C:13]([CH3:15])([CH3:14])[CH3:12])=[CH:4][C:3]=1[N+:9]([O-:11])=[O:10], predict the reactants needed to synthesize it. The reactants are: [CH3:1][C:2]1[CH:8]=[CH:7][C:5]([NH2:6])=[CH:4][C:3]=1[N+:9]([O-:11])=[O:10].[CH3:12][C:13]([O:16][C:17](O[C:17]([O:16][C:13]([CH3:15])([CH3:14])[CH3:12])=[O:18])=[O:18])([CH3:15])[CH3:14]. (6) Given the product [Br:35][C:31]1[CH:30]=[C:29]([CH:25]2[CH2:24][CH:23]([S:9][C:5]3[CH:6]=[CH:7][CH:8]=[C:3]([C:2]([F:1])([F:10])[F:11])[CH:4]=3)[CH2:28][CH2:27][O:26]2)[N:33]([CH3:34])[N:32]=1, predict the reactants needed to synthesize it. The reactants are: [F:1][C:2]([F:11])([F:10])[C:3]1[CH:4]=[C:5]([SH:9])[CH:6]=[CH:7][CH:8]=1.C([O-])([O-])=O.[K+].[K+].CS(O[CH:23]1[CH2:28][CH2:27][O:26][CH:25]([C:29]2[N:33]([CH3:34])[N:32]=[C:31]([Br:35])[CH:30]=2)[CH2:24]1)(=O)=O. (7) Given the product [Cl:1][C:32]1([C:33]([F:36])([F:35])[F:34])[CH:31]=[CH:30][CH:29]=[C:15]([CH2:16][NH:17][C:18](=[O:28])[CH:19]([C:21]2[CH:26]=[CH:25][CH:24]=[CH:23][C:22]=2[Cl:27])[CH3:20])[CH2:14]1, predict the reactants needed to synthesize it. The reactants are: [Cl:1]C1C=C(C(C)C(O)=O)C=CC=1.Cl[C:14]1[C:32]([C:33]([F:36])([F:35])[F:34])=[CH:31][CH:30]=[CH:29][C:15]=1[CH2:16][NH:17][C:18](=[O:28])[CH:19]([C:21]1[CH:26]=[CH:25][CH:24]=[CH:23][C:22]=1[Cl:27])[CH3:20]. (8) Given the product [C:1]([C:3]1[C:4]([N:17]2[CH2:18][CH:19]([C:21]([NH:37][S:34]([C:25]3[CH:26]=[CH:27][C:28]4[C:33](=[CH:32][CH:31]=[CH:30][CH:29]=4)[CH:24]=3)(=[O:35])=[O:36])=[O:23])[CH2:20]2)=[N:5][C:6]([CH:14]([F:16])[F:15])=[C:7]([CH:8]=1)[C:9]([O:11][CH2:12][CH3:13])=[O:10])#[N:2], predict the reactants needed to synthesize it. The reactants are: [C:1]([C:3]1[C:4]([N:17]2[CH2:20][CH:19]([C:21]([OH:23])=O)[CH2:18]2)=[N:5][C:6]([CH:14]([F:16])[F:15])=[C:7]([C:9]([O:11][CH2:12][CH3:13])=[O:10])[CH:8]=1)#[N:2].[CH:24]1[C:33]2[C:28](=[CH:29][CH:30]=[CH:31][CH:32]=2)[CH:27]=[CH:26][C:25]=1[S:34]([NH2:37])(=[O:36])=[O:35].